The task is: Predict the reactants needed to synthesize the given product.. This data is from Full USPTO retrosynthesis dataset with 1.9M reactions from patents (1976-2016). (1) The reactants are: [CH3:1][N:2]([CH3:28])[C:3]([C:5]1[N:22]([CH:23]2[CH2:27][CH2:26][CH2:25][CH2:24]2)[C:8]2[N:9]=[C:10]([NH:13][C:14]3[CH:19]=[CH:18][C:17]([CH:20]=O)=[CH:16][N:15]=3)[N:11]=[CH:12][C:7]=2[CH:6]=1)=[O:4].[Cl-].[OH:30][CH:31]1[CH2:34][NH2+:33][CH2:32]1. Given the product [CH3:1][N:2]([CH3:28])[C:3]([C:5]1[N:22]([CH:23]2[CH2:24][CH2:25][CH2:26][CH2:27]2)[C:8]2[N:9]=[C:10]([NH:13][C:14]3[CH:19]=[CH:18][C:17]([CH2:20][N:33]4[CH2:34][CH:31]([OH:30])[CH2:32]4)=[CH:16][N:15]=3)[N:11]=[CH:12][C:7]=2[CH:6]=1)=[O:4], predict the reactants needed to synthesize it. (2) The reactants are: Br[C:2]1[C:10]2[N:9]3[CH2:11][CH2:12][CH2:13][NH:14][C:15](=[O:16])[C:8]3=[C:7]([CH3:17])[C:6]=2[CH:5]=[C:4]([C:18]#[N:19])[CH:3]=1.[C:20]([C:22]1[CH:27]=[CH:26][C:25](B(O)O)=[CH:24][CH:23]=1)#[N:21]. Given the product [C:20]([C:22]1[CH:27]=[CH:26][C:25]([C:2]2[C:10]3[N:9]4[CH2:11][CH2:12][CH2:13][NH:14][C:15](=[O:16])[C:8]4=[C:7]([CH3:17])[C:6]=3[CH:5]=[C:4]([C:18]#[N:19])[CH:3]=2)=[CH:24][CH:23]=1)#[N:21], predict the reactants needed to synthesize it. (3) Given the product [C:13]([NH:12][C@@H:3]1[C@@H:4]([OH:5])[C@H:6]([OH:7])[C@@H:8]([CH2:10][O:11][C:22]([C:16]2[CH:21]=[CH:20][CH:19]=[CH:18][CH:17]=2)([C:29]2[CH:30]=[CH:31][CH:32]=[CH:33][CH:34]=2)[C:23]2[CH:24]=[CH:25][CH:26]=[CH:27][CH:28]=2)[O:9][CH:2]1[OH:1])(=[O:14])[CH3:15], predict the reactants needed to synthesize it. The reactants are: [OH:1][CH:2]1[O:9][C@H:8]([CH2:10][OH:11])[C@@H:6]([OH:7])[C@H:4]([OH:5])[C@H:3]1[NH:12][C:13]([CH3:15])=[O:14].[C:16]1([C:22](Cl)([C:29]2[CH:34]=[CH:33][CH:32]=[CH:31][CH:30]=2)[C:23]2[CH:28]=[CH:27][CH:26]=[CH:25][CH:24]=2)[CH:21]=[CH:20][CH:19]=[CH:18][CH:17]=1.CCOC(C)=O. (4) Given the product [CH2:1]([O:3][C:4]1[CH:5]=[C:6]([CH:16]=[CH:17][CH:18]=1)[O:7][C:8]1[CH:9]=[C:10]([CH:13]=[CH:14][CH:15]=1)[CH2:11][NH2:12])[CH3:2], predict the reactants needed to synthesize it. The reactants are: [CH2:1]([O:3][C:4]1[CH:5]=[C:6]([CH:16]=[CH:17][CH:18]=1)[O:7][C:8]1[CH:9]=[C:10]([CH:13]=[CH:14][CH:15]=1)[C:11]#[N:12])[CH3:2].C1COCC1.[H-].[Al+3].[Li+].[H-].[H-].[H-].[OH-].[Na+].